Predict the product of the given reaction. From a dataset of Forward reaction prediction with 1.9M reactions from USPTO patents (1976-2016). (1) Given the reactants [CH:1]1([CH:4]2[CH2:9][NH:8][CH2:7][CH2:6][NH:5]2)[CH2:3][CH2:2]1.Br[CH2:11][CH2:12][C:13]1[CH:18]=[CH:17][C:16]([N+:19]([O-:21])=[O:20])=[CH:15][CH:14]=1.C([O-])([O-])=O.[K+].[K+], predict the reaction product. The product is: [CH:1]1([CH:4]2[CH2:9][N:8]([CH2:11][CH2:12][C:13]3[CH:18]=[CH:17][C:16]([N+:19]([O-:21])=[O:20])=[CH:15][CH:14]=3)[CH2:7][CH2:6][N:5]2[CH2:11][CH2:12][C:13]2[CH:14]=[CH:15][C:16]([N+:19]([O-:21])=[O:20])=[CH:17][CH:18]=2)[CH2:3][CH2:2]1. (2) The product is: [Br:21][C:6]1[CH:7]=[C:8]2[C:13]3=[C:4]([CH2:3][C:2]([CH3:1])([CH3:20])[N:12]3[CH:11]=[C:10]([C:14]([O:16][CH2:17][CH3:18])=[O:15])[C:9]2=[O:19])[CH:5]=1. Given the reactants [CH3:1][C:2]1([CH3:20])[N:12]2[C:13]3[C:8]([C:9](=[O:19])[C:10]([C:14]([O:16][CH2:17][CH3:18])=[O:15])=[CH:11]2)=[CH:7][CH:6]=[CH:5][C:4]=3[CH2:3]1.[Br:21]Br.O, predict the reaction product. (3) Given the reactants COC1C=C2C(N=CC(=O)N2)=CC=1.CS(OCCN1CC[C@H](NC(OC(C)(C)C)=O)[C@H](OC)C1)(=O)=O.[H-].[Na+].[CH3:39][O:40][C@@H:41]1[C@H:46]([NH:47][C:48](=[O:54])[O:49][C:50]([CH3:53])([CH3:52])[CH3:51])[CH2:45][CH2:44][N:43]([CH2:55][CH2:56][N:57]2[C:66]3[C:61](=[CH:62][CH:63]=[C:64]([O:67][CH3:68])[CH:65]=3)[N:60]=[CH:59][C:58]2=[O:69])[CH2:42]1, predict the reaction product. The product is: [CH3:39][O:40][C@H:41]1[C@@H:46]([NH:47][C:48](=[O:54])[O:49][C:50]([CH3:53])([CH3:52])[CH3:51])[CH2:45][CH2:44][N:43]([CH2:55][CH2:56][N:57]2[C:66]3[C:61](=[CH:62][CH:63]=[C:64]([O:67][CH3:68])[CH:65]=3)[N:60]=[CH:59][C:58]2=[O:69])[CH2:42]1. (4) Given the reactants [Cl:1][C:2]1[CH:3]=[C:4]([CH2:9][S:10]([NH:13][C:14]2[C:19]([O:20][CH3:21])=[CH:18][C:17]([S:22]([CH:25]([CH3:27])[CH3:26])(=[O:24])=[O:23])=C[N:15]=2)(=[O:12])=[O:11])[CH:5]=[C:6]([Cl:8])[CH:7]=1.ClC1C=C(CS([NH:40]C2N=NC(SC(C)C)=CC=2OC)(=O)=O)C=C(Cl)C=1, predict the reaction product. The product is: [Cl:1][C:2]1[CH:3]=[C:4]([CH2:9][S:10]([NH:13][C:14]2[N:15]=[N:40][C:17]([S:22]([CH:25]([CH3:27])[CH3:26])(=[O:24])=[O:23])=[CH:18][C:19]=2[O:20][CH3:21])(=[O:12])=[O:11])[CH:5]=[C:6]([Cl:8])[CH:7]=1.